Task: Predict which catalyst facilitates the given reaction.. Dataset: Catalyst prediction with 721,799 reactions and 888 catalyst types from USPTO (1) Reactant: C(N(CC)CC)C.[CH2:8]([NH2:11])[CH:9]=[CH2:10].[Br:12][C:13]1[C:14](Cl)=[CH:15][C:16]([Cl:23])=[N:17][C:18]=1[C:19]([O:21][CH3:22])=[O:20]. Product: [Br:12][C:13]1[C:14]([NH:11][CH2:8][CH:9]=[CH2:10])=[CH:15][C:16]([Cl:23])=[N:17][C:18]=1[C:19]([O:21][CH3:22])=[O:20]. The catalyst class is: 9. (2) Reactant: [CH3:1][N:2]1[CH2:7][CH2:6][N:5]([C:8]2[CH:13]=[CH:12][C:11](N=C=S)=[CH:10][CH:9]=2)[CH2:4][CH2:3]1.[N+]([O-])(O)=O.C[C:22]1C=C(C)[N:24]([C:28]([NH2:30])=[NH:29])[N:23]=1.CC(C)([O-])C.[K+].[NH2:37]N. Product: [CH3:1][N:2]1[CH2:3][CH2:4][N:5]([C:8]2[CH:9]=[C:10]([CH:11]=[CH:12][CH:13]=2)[NH:37][C:22]2[N:29]=[C:28]([NH2:30])[NH:24][N:23]=2)[CH2:6][CH2:7]1. The catalyst class is: 16. (3) Reactant: [Cl:1][C:2]1[CH:7]=[CH:6][C:5]([O:8][C:9]2[CH:14]=[CH:13][C:12]([CH2:15][CH2:16][O:17][C:18]3[C:23]([F:24])=[CH:22][N:21]=[C:20]([O:25]CC4C=CC=CC=4)[N:19]=3)=[CH:11][CH:10]=2)=[CH:4][C:3]=1[C:33]([F:36])([F:35])[F:34].[H][H]. Product: [Cl:1][C:2]1[CH:7]=[CH:6][C:5]([O:8][C:9]2[CH:10]=[CH:11][C:12]([CH2:15][CH2:16][O:17][C:18]3[C:23]([F:24])=[CH:22][NH:21][C:20](=[O:25])[N:19]=3)=[CH:13][CH:14]=2)=[CH:4][C:3]=1[C:33]([F:35])([F:34])[F:36]. The catalyst class is: 19. (4) Reactant: [C:1]([C:3]1[CH:4]=[C:5]([CH:19]=[CH:20][CH:21]=1)[CH2:6][CH:7]1[C:14]2[CH:13]=[C:12]([C:15]([O:17]C)=[O:16])[NH:11][C:10]=2[CH2:9][CH2:8]1)#[N:2].[Li+].[OH-:23]. Product: [C:1]([C:3]1[CH:4]=[C:5]([CH:19]=[CH:20][CH:21]=1)[CH2:6][CH:7]1[C:14]2[CH:13]=[C:12]([C:15]([OH:17])=[O:16])[NH:11][C:10]=2[CH2:9][CH2:8]1)(=[O:23])[NH2:2].[C:1]([C:3]1[CH:4]=[C:5]([CH:19]=[CH:20][CH:21]=1)[CH2:6][CH:7]1[C:14]2[CH:13]=[C:12]([C:15]([OH:17])=[O:16])[NH:11][C:10]=2[CH2:9][CH2:8]1)#[N:2]. The catalyst class is: 87. (5) Reactant: [Cl:1][C:2]1[CH:3]=[C:4]2[C:8](=[CH:9][CH:10]=1)[NH:7][C:6]([NH2:11])=[C:5]2[S:12]([C:15]1[CH:20]=[CH:19][CH:18]=[CH:17][CH:16]=1)(=[O:14])=[O:13].[CH:21]1([C:24](Cl)=[O:25])[CH2:23][CH2:22]1.N1C=CC=CC=1. Product: [Cl:1][C:2]1[CH:3]=[C:4]2[C:8](=[CH:9][CH:10]=1)[NH:7][C:6]([NH:11][C:24]([CH:21]1[CH2:23][CH2:22]1)=[O:25])=[C:5]2[S:12]([C:15]1[CH:20]=[CH:19][CH:18]=[CH:17][CH:16]=1)(=[O:14])=[O:13]. The catalyst class is: 2. (6) Reactant: [Cl:1][C:2]1[CH:7]=[C:6]([Cl:8])[CH:5]=[CH:4][C:3]=1[C:9]1[N:10]=[C:11]([C:20]([O:22]CC)=[O:21])[S:12][C:13]=1[C:14]1[CH:19]=[CH:18][CH:17]=[CH:16][CH:15]=1.[OH-].[K+].Cl. Product: [Cl:1][C:2]1[CH:7]=[C:6]([Cl:8])[CH:5]=[CH:4][C:3]=1[C:9]1[N:10]=[C:11]([C:20]([OH:22])=[O:21])[S:12][C:13]=1[C:14]1[CH:19]=[CH:18][CH:17]=[CH:16][CH:15]=1. The catalyst class is: 24. (7) Reactant: [C:1]1([CH3:33])[CH:6]=[CH:5][C:4]([N:7]([CH:15]2[CH2:20][CH2:19][N:18]([CH2:21][CH2:22][C:23]3([CH2:29][C:30](O)=[O:31])[CH2:28][CH2:27][CH2:26][CH2:25][CH2:24]3)[CH2:17][CH2:16]2)[C:8]([C:10]2[O:11][CH:12]=[CH:13][CH:14]=2)=[O:9])=[CH:3][CH:2]=1.C(Cl)(=O)C(Cl)=O.[C:40]([O:49][CH3:50])(=[O:48])[C:41]1[C:42](=[CH:44][CH:45]=[CH:46][CH:47]=1)[NH2:43].C(N(CC)CC)C. Product: [C:1]1([CH3:33])[CH:6]=[CH:5][C:4]([N:7]([CH:15]2[CH2:20][CH2:19][N:18]([CH2:21][CH2:22][C:23]3([CH2:29][C:30]([NH:43][C:42]4[CH:44]=[CH:45][CH:46]=[CH:47][C:41]=4[C:40]([O:49][CH3:50])=[O:48])=[O:31])[CH2:28][CH2:27][CH2:26][CH2:25][CH2:24]3)[CH2:17][CH2:16]2)[C:8]([C:10]2[O:11][CH:12]=[CH:13][CH:14]=2)=[O:9])=[CH:3][CH:2]=1. The catalyst class is: 120.